From a dataset of NCI-60 drug combinations with 297,098 pairs across 59 cell lines. Regression. Given two drug SMILES strings and cell line genomic features, predict the synergy score measuring deviation from expected non-interaction effect. Drug 1: CN1CCC(CC1)COC2=C(C=C3C(=C2)N=CN=C3NC4=C(C=C(C=C4)Br)F)OC. Drug 2: CC1=C(C(=O)C2=C(C1=O)N3CC4C(C3(C2COC(=O)N)OC)N4)N. Cell line: SK-MEL-2. Synergy scores: CSS=27.8, Synergy_ZIP=-8.47, Synergy_Bliss=-12.9, Synergy_Loewe=-47.4, Synergy_HSA=-14.3.